The task is: Predict the reactants needed to synthesize the given product.. This data is from Full USPTO retrosynthesis dataset with 1.9M reactions from patents (1976-2016). (1) Given the product [CH2:11]([O:18][CH2:19][CH:20]1[CH2:23][CH:22]=[CH:21]1)[C:12]1[CH:17]=[CH:16][CH:15]=[CH:14][CH:13]=1, predict the reactants needed to synthesize it. The reactants are: CC([O-])(C)C.[K+].CS(C)=O.[CH2:11]([O:18][CH2:19][C@@H:20]1[CH2:23][C@H:22](C2C=C(C)C=CC=2S([O-])(=O)=O)[CH2:21]1)[C:12]1[CH:17]=[CH:16][CH:15]=[CH:14][CH:13]=1.O. (2) Given the product [CH:1]1([N:6]2[C:7]3[N:8]=[C:9]([S:19][CH3:20])[N:10]=[CH:11][C:12]=3[CH:13]=[CH:14][C:15]2=[O:16])[CH2:5][CH2:4][CH2:3][CH2:2]1, predict the reactants needed to synthesize it. The reactants are: [CH:1]1([NH:6][C:7]2[C:12](/[CH:13]=[CH:14]/[C:15](OC)=[O:16])=[CH:11][N:10]=[C:9]([S:19][CH3:20])[N:8]=2)[CH2:5][CH2:4][CH2:3][CH2:2]1.C1CCN2C(=NCCC2)CC1.O. (3) Given the product [CH3:37][O:36][CH2:35][CH2:34][CH2:33][N:30]1[C:31]2[C:26](=[CH:25][CH:24]=[C:23]([CH2:22][O:21][CH:9]3[CH:8]([C:5]4[CH:6]=[CH:7][C:2]([O:1][CH2:5][CH2:4][CH2:3][CH2:2][O:1][C:41]5[CH:42]=[CH:43][CH:44]=[CH:45][C:40]=5[CH3:39])=[CH:3][CH:4]=4)[CH2:13][CH2:12][N:11]([C:14]([O:16][C:17]([CH3:19])([CH3:20])[CH3:18])=[O:15])[CH2:10]3)[CH:32]=2)[CH2:27][CH2:28][C:29]1=[O:38], predict the reactants needed to synthesize it. The reactants are: [OH:1][C:2]1[CH:7]=[CH:6][C:5]([CH:8]2[CH2:13][CH2:12][N:11]([C:14]([O:16][C:17]([CH3:20])([CH3:19])[CH3:18])=[O:15])[CH2:10][CH:9]2[O:21][CH2:22][C:23]2[CH:32]=[C:31]3[C:26]([CH2:27][CH2:28][C:29](=[O:38])[N:30]3[CH2:33][CH2:34][CH2:35][O:36][CH3:37])=[CH:25][CH:24]=2)=[CH:4][CH:3]=1.[CH3:39][C:40]1[CH:45]=[CH:44][CH:43]=[CH:42][CH:41]=1. (4) Given the product [C:4]([C:8]1[N:13]=[C:12]([NH:14][CH2:15][C:16]2[O:17][CH:18]=[CH:19][CH:20]=2)[C:11]([C:21]([N:23]([CH2:42][CH:43]([CH3:45])[CH3:44])[C@H:24]2[CH2:29][C@@H:28]([C:30]3[NH:31][C:50](=[O:49])[O:3][N:34]=3)[CH2:27][N:26]([C:35]([O:37][C:38]([CH3:41])([CH3:40])[CH3:39])=[O:36])[CH2:25]2)=[O:22])=[CH:10][N:9]=1)([CH3:7])([CH3:6])[CH3:5], predict the reactants needed to synthesize it. The reactants are: Cl.N[OH:3].[C:4]([C:8]1[N:13]=[C:12]([NH:14][CH2:15][C:16]2[O:17][CH:18]=[CH:19][CH:20]=2)[C:11]([C:21]([N:23]([CH2:42][CH:43]([CH3:45])[CH3:44])[C@H:24]2[CH2:29][C@@H:28]([C:30]3[N:31]=NN[N:34]=3)[CH2:27][N:26]([C:35]([O:37][C:38]([CH3:41])([CH3:40])[CH3:39])=[O:36])[CH2:25]2)=[O:22])=[CH:10][N:9]=1)([CH3:7])([CH3:6])[CH3:5].C1[CH2:50][O:49]CC1.